This data is from Full USPTO retrosynthesis dataset with 1.9M reactions from patents (1976-2016). The task is: Predict the reactants needed to synthesize the given product. (1) Given the product [Cl:22][C:5]1[C:6]([NH:8][C:9]2[C:14]([F:15])=[CH:13][CH:12]=[CH:11][C:10]=2[N:16]([CH3:21])[CH2:17][CH2:18][C:19]#[N:20])=[N:7][C:2]([NH:23][C:24]2[CH:25]=[CH:26][C:27]3[C:33]([CH3:34])([CH3:35])[CH2:32][CH2:31][C:30](=[O:36])[N:29]([CH2:37][CH3:38])[C:28]=3[CH:39]=2)=[N:3][CH:4]=1, predict the reactants needed to synthesize it. The reactants are: Cl[C:2]1[N:7]=[C:6]([NH:8][C:9]2[C:14]([F:15])=[CH:13][CH:12]=[CH:11][C:10]=2[N:16]([CH3:21])[CH2:17][CH2:18][C:19]#[N:20])[C:5]([Cl:22])=[CH:4][N:3]=1.[NH2:23][C:24]1[CH:25]=[CH:26][C:27]2[C:33]([CH3:35])([CH3:34])[CH2:32][CH2:31][C:30](=[O:36])[N:29]([CH2:37][CH3:38])[C:28]=2[CH:39]=1. (2) Given the product [OH:7][CH2:6][C:5]1[CH:8]=[CH:9][C:2]([NH:1][C:12](=[O:13])[O:14][C:15]([CH3:18])([CH3:17])[CH3:16])=[CH:3][CH:4]=1, predict the reactants needed to synthesize it. The reactants are: [NH2:1][C:2]1[CH:9]=[CH:8][C:5]([CH2:6][OH:7])=[CH:4][CH:3]=1.[OH-].[Na+].[C:12](O[C:12]([O:14][C:15]([CH3:18])([CH3:17])[CH3:16])=[O:13])([O:14][C:15]([CH3:18])([CH3:17])[CH3:16])=[O:13]. (3) The reactants are: Cl[C:2]1[C:11]([CH3:12])=[C:10]([Cl:13])[C:9]2[C:4](=[CH:5][C:6]([F:15])=[CH:7][C:8]=2[F:14])[N:3]=1.[Br-].[CH2:17]([Zn+])[CH2:18][C:19]1[CH:24]=[CH:23][CH:22]=[CH:21][CH:20]=1. Given the product [Cl:13][C:10]1[C:9]2[C:4](=[CH:5][C:6]([F:15])=[CH:7][C:8]=2[F:14])[N:3]=[C:2]([CH2:17][CH2:18][C:19]2[CH:24]=[CH:23][CH:22]=[CH:21][CH:20]=2)[C:11]=1[CH3:12], predict the reactants needed to synthesize it. (4) Given the product [CH:23]1([NH:26][CH2:27][C@@H:28]2[C@H:32]([F:33])[CH2:31][N:30]([C:11]3[CH:10]=[C:9]4[C:4]([C:5](=[O:22])[C:6]([C:17]([OH:19])=[O:18])=[CH:7][N:8]4[C:13]([CH3:14])([CH3:16])[CH3:15])=[CH:3][C:2]=3[F:1])[CH2:29]2)[CH2:25][CH2:24]1, predict the reactants needed to synthesize it. The reactants are: [F:1][C:2]1[CH:3]=[C:4]2[C:9](=[CH:10][C:11]=1F)[N:8]([C:13]([CH3:16])([CH3:15])[CH3:14])[CH:7]=[C:6]([C:17]([O:19]CC)=[O:18])[C:5]2=[O:22].[CH:23]1([NH:26][CH2:27][C@@H:28]2[C@H:32]([F:33])[CH2:31][NH:30][CH2:29]2)[CH2:25][CH2:24]1. (5) Given the product [CH3:1][C:2]1[CH:39]=[CH:38][CH:37]=[CH:36][C:3]=1[C:4]([NH:6][C:7]1[CH:8]=[C:9]([CH:23]=[C:24]([NH:26][C:27](=[O:35])[C:28]2[CH:33]=[CH:32][CH:31]=[CH:30][C:29]=2[CH3:34])[CH:25]=1)[C:10]([NH:12][C:13]1[N:18]=[CH:17][C:16]([C:19]([OH:21])=[O:20])=[CH:15][CH:14]=1)=[O:11])=[O:5], predict the reactants needed to synthesize it. The reactants are: [CH3:1][C:2]1[CH:39]=[CH:38][CH:37]=[CH:36][C:3]=1[C:4]([NH:6][C:7]1[CH:8]=[C:9]([CH:23]=[C:24]([NH:26][C:27](=[O:35])[C:28]2[CH:33]=[CH:32][CH:31]=[CH:30][C:29]=2[CH3:34])[CH:25]=1)[C:10]([NH:12][C:13]1[N:18]=[CH:17][C:16]([C:19]([O:21]C)=[O:20])=[CH:15][CH:14]=1)=[O:11])=[O:5].[OH-].[Li+]. (6) Given the product [Cl:12][C:13]1[CH:18]=[CH:17][CH:16]=[C:15]([Cl:19])[C:14]=1[S:20]([C:21]1[C:29]2[C:24](=[CH:25][CH:26]=[C:27]([CH3:30])[CH:28]=2)[N:23]([CH2:31][C:32]([OH:34])=[O:33])[C:22]=1[CH3:35])(=[O:9])=[O:43], predict the reactants needed to synthesize it. The reactants are: ClC1C=C(C(OO)=[O:9])C=CC=1.[Cl:12][C:13]1[CH:18]=[CH:17][CH:16]=[C:15]([Cl:19])[C:14]=1[S:20][C:21]1[C:29]2[C:24](=[CH:25][CH:26]=[C:27]([CH3:30])[CH:28]=2)[N:23]([CH2:31][C:32]([OH:34])=[O:33])[C:22]=1[CH3:35].S([O-])([O-])(=O)=S.[Na+].[Na+].[OH2:43]. (7) Given the product [ClH:42].[CH3:1][O:2][C:3]1[CH:4]=[CH:5][C:6]2[C:10]([O:11][C:12]3[CH:13]=[CH:14][C:15]([O:18][CH2:19][CH2:20][N:21]4[CH2:22][CH2:23][CH2:24][CH2:25][CH2:26]4)=[CH:16][CH:17]=3)=[C:9]([C:27]3[CH:28]=[CH:29][C:30]([C:33]([C:35]4[CH:36]=[CH:37][CH:38]=[CH:39][CH:40]=4)=[O:34])=[CH:31][CH:32]=3)[S:8][C:7]=2[CH:41]=1, predict the reactants needed to synthesize it. The reactants are: [CH3:1][O:2][C:3]1[CH:4]=[CH:5][C:6]2[C:10]([O:11][C:12]3[CH:17]=[CH:16][C:15]([O:18][CH2:19][CH2:20][N:21]4[CH2:26][CH2:25][CH2:24][CH2:23][CH2:22]4)=[CH:14][CH:13]=3)=[C:9]([C:27]3[CH:32]=[CH:31][C:30]([C:33]([C:35]4[CH:40]=[CH:39][CH:38]=[CH:37][CH:36]=4)=[O:34])=[CH:29][CH:28]=3)[S:8][C:7]=2[CH:41]=1.[ClH:42]. (8) Given the product [OH:20][CH2:13][CH:14]1[CH2:15][C:10]1([C:5]1[CH:6]=[CH:7][C:8]([Cl:9])=[C:3]([Cl:2])[CH:4]=1)[C:11]#[N:12], predict the reactants needed to synthesize it. The reactants are: Cl.[Cl:2][C:3]1[CH:4]=[C:5]([C@:10]23[CH2:15][C@H:14]2[CH2:13][NH:12][CH2:11]3)[CH:6]=[CH:7][C:8]=1[Cl:9].C([C@@H]1[O:20]C1)Cl. (9) The reactants are: Cl[C:2]1[N:7]2[N:8]=[CH:9][C:10]([C:11]([O:13][CH2:14][CH3:15])=[O:12])=[C:6]2[N:5]=[C:4]([C:16]2[CH:21]=[CH:20][C:19]([CH2:22][CH3:23])=[CH:18][CH:17]=2)[CH:3]=1.[Br-].[CH:25]([Zn+])([CH3:27])[CH3:26]. Given the product [CH2:22]([C:19]1[CH:20]=[CH:21][C:16]([C:4]2[CH:3]=[C:2]([CH:25]([CH3:27])[CH3:26])[N:7]3[N:8]=[CH:9][C:10]([C:11]([O:13][CH2:14][CH3:15])=[O:12])=[C:6]3[N:5]=2)=[CH:17][CH:18]=1)[CH3:23], predict the reactants needed to synthesize it.